From a dataset of NCI-60 drug combinations with 297,098 pairs across 59 cell lines. Regression. Given two drug SMILES strings and cell line genomic features, predict the synergy score measuring deviation from expected non-interaction effect. (1) Drug 2: C1CN(P(=O)(OC1)NCCCl)CCCl. Synergy scores: CSS=31.2, Synergy_ZIP=-0.646, Synergy_Bliss=-1.18, Synergy_Loewe=-36.2, Synergy_HSA=-1.38. Cell line: BT-549. Drug 1: C1=CC(=C2C(=C1NCCNCCO)C(=O)C3=C(C=CC(=C3C2=O)O)O)NCCNCCO. (2) Drug 1: CCC1(CC2CC(C3=C(CCN(C2)C1)C4=CC=CC=C4N3)(C5=C(C=C6C(=C5)C78CCN9C7C(C=CC9)(C(C(C8N6C=O)(C(=O)OC)O)OC(=O)C)CC)OC)C(=O)OC)O.OS(=O)(=O)O. Drug 2: C1CN(P(=O)(OC1)NCCCl)CCCl. Cell line: M14. Synergy scores: CSS=1.55, Synergy_ZIP=-1.86, Synergy_Bliss=-1.45, Synergy_Loewe=-7.11, Synergy_HSA=-4.20. (3) Drug 1: CC1C(C(=O)NC(C(=O)N2CCCC2C(=O)N(CC(=O)N(C(C(=O)O1)C(C)C)C)C)C(C)C)NC(=O)C3=C4C(=C(C=C3)C)OC5=C(C(=O)C(=C(C5=N4)C(=O)NC6C(OC(=O)C(N(C(=O)CN(C(=O)C7CCCN7C(=O)C(NC6=O)C(C)C)C)C)C(C)C)C)N)C. Drug 2: CCN(CC)CCNC(=O)C1=C(NC(=C1C)C=C2C3=C(C=CC(=C3)F)NC2=O)C. Cell line: IGROV1. Synergy scores: CSS=5.18, Synergy_ZIP=0.324, Synergy_Bliss=5.32, Synergy_Loewe=-3.69, Synergy_HSA=-0.101. (4) Drug 1: C1=CC=C(C=C1)NC(=O)CCCCCCC(=O)NO. Drug 2: C1CC(=O)NC(=O)C1N2C(=O)C3=CC=CC=C3C2=O. Cell line: HS 578T. Synergy scores: CSS=6.91, Synergy_ZIP=-3.23, Synergy_Bliss=-0.348, Synergy_Loewe=-7.53, Synergy_HSA=-2.14. (5) Drug 1: CN1C(=O)N2C=NC(=C2N=N1)C(=O)N. Drug 2: C1=CN(C=N1)CC(O)(P(=O)(O)O)P(=O)(O)O. Cell line: NCI-H322M. Synergy scores: CSS=-3.70, Synergy_ZIP=2.76, Synergy_Bliss=-0.497, Synergy_Loewe=-4.82, Synergy_HSA=-4.84. (6) Drug 1: C1=C(C(=O)NC(=O)N1)N(CCCl)CCCl. Drug 2: CN1C(=O)N2C=NC(=C2N=N1)C(=O)N. Cell line: SK-MEL-5. Synergy scores: CSS=10.1, Synergy_ZIP=4.88, Synergy_Bliss=6.32, Synergy_Loewe=-12.1, Synergy_HSA=0.0830. (7) Drug 1: C1=CC=C(C=C1)NC(=O)CCCCCCC(=O)NO. Drug 2: CS(=O)(=O)OCCCCOS(=O)(=O)C. Cell line: NCI-H226. Synergy scores: CSS=5.77, Synergy_ZIP=-2.02, Synergy_Bliss=-0.362, Synergy_Loewe=-1.13, Synergy_HSA=0.111.